Predict the reactants needed to synthesize the given product. From a dataset of Full USPTO retrosynthesis dataset with 1.9M reactions from patents (1976-2016). (1) Given the product [CH2:1]([O:5][C:6]([C:8]1[N:9]=[CH:10][C:11]2[C:16]([C:17]=1[OH:18])=[CH:15][C:14]([O:19][C:20]1[CH:21]=[CH:22][C:23]([NH2:26])=[CH:24][CH:25]=1)=[CH:13][CH:12]=2)=[O:7])[CH2:2][CH2:3][CH3:4], predict the reactants needed to synthesize it. The reactants are: [CH2:1]([O:5][C:6]([C:8]1[N:9]=[C:10](Cl)[C:11]2[C:16]([C:17]=1[OH:18])=[CH:15][C:14]([O:19][C:20]1[CH:25]=[CH:24][C:23]([N+:26]([O-])=O)=[CH:22][CH:21]=1)=[CH:13][CH:12]=2)=[O:7])[CH2:2][CH2:3][CH3:4].C([O-])(=O)C.[Na+]. (2) Given the product [CH3:8][C:2]([C:9]1[CH:22]=[CH:21][C:12]([O:13][CH2:14][C@@H:15]2[O:19][C:18]3=[N:20][C:12](=[O:13])[CH:11]=[CH:10][N:17]3[CH2:16]2)=[CH:11][CH:10]=1)([CH3:1])[CH2:3][C:4]([CH3:5])([CH3:6])[CH3:7], predict the reactants needed to synthesize it. The reactants are: [CH3:1][C:2]([C:9]1[CH:22]=[CH:21][C:12]([O:13][CH2:14][C@@H:15]2[O:19][C:18]([NH2:20])=[N:17][CH2:16]2)=[CH:11][CH:10]=1)([CH3:8])[CH2:3][C:4]([CH3:7])([CH3:6])[CH3:5]. (3) Given the product [Cl:1][C:2]1[CH:3]=[C:4]([N:10]2[C:14]([CH3:15])=[C:13]([CH2:16][C:17]3[CH:25]=[CH:24][C:20]([C:21]([N:28]([CH2:29][CH2:30][OH:31])[CH3:27])=[O:23])=[CH:19][CH:18]=3)[C:12]([CH3:26])=[N:11]2)[CH:5]=[CH:6][C:7]=1[C:8]#[N:9], predict the reactants needed to synthesize it. The reactants are: [Cl:1][C:2]1[CH:3]=[C:4]([N:10]2[C:14]([CH3:15])=[C:13]([CH2:16][C:17]3[CH:25]=[CH:24][C:20]([C:21]([OH:23])=O)=[CH:19][CH:18]=3)[C:12]([CH3:26])=[N:11]2)[CH:5]=[CH:6][C:7]=1[C:8]#[N:9].[CH3:27][NH:28][CH2:29][CH2:30][OH:31]. (4) Given the product [C:1]1([C:7]2[C:16]3[CH:15]=[CH:14][CH:13]=[CH:12][C:11]=3[N:10]=[C:9]3[C:17]4[C:22]([C:23]([C:40]5[CH:41]=[CH:42][C:43]6[N:31]([C:25]7[CH:30]=[CH:29][CH:28]=[CH:27][CH:26]=7)[C:32]7[C:37]([C:38]=6[CH:39]=5)=[CH:36][CH:35]=[CH:34][CH:33]=7)([C:40]5[CH:41]=[CH:42][C:43]6[N:31]([C:25]7[CH:26]=[CH:27][CH:28]=[CH:29][CH:30]=7)[C:32]7[C:37]([C:38]=6[CH:39]=5)=[CH:36][CH:35]=[CH:34][CH:33]=7)[C:8]=23)=[CH:21][CH:20]=[CH:19][CH:18]=4)[CH:6]=[CH:5][CH:4]=[CH:3][CH:2]=1, predict the reactants needed to synthesize it. The reactants are: [C:1]1([C:7]2[C:16]3[CH:15]=[CH:14][CH:13]=[CH:12][C:11]=3[N:10]=[C:9]3[C:17]4[CH:18]=[CH:19][CH2:20][CH2:21][C:22]=4[C:23](=O)[C:8]=23)[CH:6]=[CH:5][CH:4]=[CH:3][CH:2]=1.[C:25]1([N:31]2[C:43]3[CH:42]=[CH:41][CH:40]=[CH:39][C:38]=3[C:37]3[C:32]2=[CH:33][CH:34]=[CH:35][CH:36]=3)[CH:30]=[CH:29][CH:28]=[CH:27][CH:26]=1.CS(O)(=O)=O.O=P12OP3(OP(OP(O3)(O1)=O)(=O)O2)=O. (5) Given the product [O:1]([CH2:8][C:9]([NH2:12])=[O:10])[C:2]1[CH:7]=[CH:6][CH:5]=[CH:4][CH:3]=1, predict the reactants needed to synthesize it. The reactants are: [O:1]([CH2:8][C:9](Cl)=[O:10])[C:2]1[CH:7]=[CH:6][CH:5]=[CH:4][CH:3]=1.[NH4+:12].[OH-]. (6) The reactants are: O[C@H:2]([C:22]([CH3:25])([CH3:24])[CH3:23])[C@@H:3]([NH:7][C:8]([O:10][CH2:11][CH2:12][CH2:13][CH2:14][CH2:15][C:16]1[CH:21]=[CH:20][CH:19]=[CH:18][CH:17]=1)=[O:9])[C:4]([OH:6])=[O:5].O[C@@H](C(C)(C)C)[C@@H](NC(OCCCCCC1C=CC=CC=1)=O)C(O)=O.CCN(CC)CC.CN(C(ON1N=NC2C=CC=CC1=2)=[N+](C)C)C.[B-](F)(F)(F)F. Given the product [C:16]1([CH2:15][CH2:14][CH2:13][CH2:12][CH2:11][O:10][C:8](=[O:9])[NH:7][C@H:3]2[C:4](=[O:6])[O:5][C@@H:2]2[C:22]([CH3:25])([CH3:24])[CH3:23])[CH:21]=[CH:20][CH:19]=[CH:18][CH:17]=1, predict the reactants needed to synthesize it. (7) The reactants are: [CH3:1][C:2]1[CH:12]=[CH:11][C:5]2[N:6]=[C:7]([C:9]#[N:10])[S:8][C:4]=2[CH:3]=1.[Br:13]N1C(=O)CCC1=O.N(C(C)(C)C#N)=NC(C)(C)C#N. Given the product [Br:13][CH2:1][C:2]1[CH:12]=[CH:11][C:5]2[N:6]=[C:7]([C:9]#[N:10])[S:8][C:4]=2[CH:3]=1, predict the reactants needed to synthesize it.